From a dataset of Forward reaction prediction with 1.9M reactions from USPTO patents (1976-2016). Predict the product of the given reaction. (1) Given the reactants Cl[CH2:2][CH:3]=O.[CH3:5][O:6][C:7](=[O:15])[C:8]1[CH:13]=[CH:12][C:11]([NH2:14])=[N:10][CH:9]=1, predict the reaction product. The product is: [CH3:5][O:6][C:7]([C:8]1[CH:13]=[CH:12][C:11]2[N:10]([CH:2]=[CH:3][N:14]=2)[CH:9]=1)=[O:15]. (2) Given the reactants [NH2:1][C:2]1[CH:3]=[C:4]([NH:9][C:10](=[O:22])[C:11]2[CH:16]=[CH:15][C:14]([C:17]([F:20])([F:19])[F:18])=[N:13][C:12]=2[CH3:21])[CH:5]=[CH:6][C:7]=1[Cl:8].[F:23][C:24]1[CH:25]=[C:26]([CH:30]=[CH:31][CH:32]=1)[C:27](O)=[O:28], predict the reaction product. The product is: [Cl:8][C:7]1[CH:6]=[CH:5][C:4]([NH:9][C:10](=[O:22])[C:11]2[CH:16]=[CH:15][C:14]([C:17]([F:20])([F:19])[F:18])=[N:13][C:12]=2[CH3:21])=[CH:3][C:2]=1[NH:1][C:27](=[O:28])[C:26]1[CH:30]=[CH:31][CH:32]=[C:24]([F:23])[CH:25]=1.